The task is: Predict the reactants needed to synthesize the given product.. This data is from Full USPTO retrosynthesis dataset with 1.9M reactions from patents (1976-2016). (1) The reactants are: [NH2:1][C@@H:2]([C:7]([OH:9])=[O:8])[C@@H:3]([CH2:5][CH3:6])[CH3:4].N[C@H](C(O)=O)C(C)C.N[C@@H](C(O)=O)C(C)C.N[C@H](C(O)=O)CC(C)C.N[C@@H](C(O)=O)CC(C)C.N[C@H](C(O)=O)CCSC.N[C@@H](C(O)=O)CCSC. Given the product [NH2:1][C@H:2]([C:7]([OH:9])=[O:8])[C@H:3]([CH2:5][CH3:6])[CH3:4], predict the reactants needed to synthesize it. (2) Given the product [F:1][C:2]1[CH:15]=[C:14]([C:16]2[N:21]=[C:20]3[N:22]([CH2:25][C:26]4[CH:27]=[C:28]5[C:33](=[CH:34][CH:35]=4)[N:32]=[CH:31][CH:30]=[CH:29]5)[N:23]=[N:24][C:19]3=[CH:18][CH:17]=2)[CH:13]=[CH:12][C:3]=1[C:4]([NH:6][CH2:7][C:8]([OH:10])=[O:9])=[O:5], predict the reactants needed to synthesize it. The reactants are: [F:1][C:2]1[CH:15]=[C:14]([C:16]2[N:21]=[C:20]3[N:22]([CH2:25][C:26]4[CH:27]=[C:28]5[C:33](=[CH:34][CH:35]=4)[N:32]=[CH:31][CH:30]=[CH:29]5)[N:23]=[N:24][C:19]3=[CH:18][CH:17]=2)[CH:13]=[CH:12][C:3]=1[C:4]([NH:6][CH2:7][C:8]([O:10]C)=[O:9])=[O:5].[OH-].[Li+].Cl. (3) Given the product [C:1]([CH:4]1[CH2:9][CH2:8][N:7]([CH:10]([C:14]2[CH:15]=[CH:16][CH:17]=[CH:18][CH:19]=2)[C:11]([O:13][C@@H:47]2[CH:48]3[CH2:51][CH2:52][N:45]([CH2:50][CH2:49]3)[CH2:46]2)=[O:12])[CH2:6][CH2:5]1)(=[O:3])[NH2:2], predict the reactants needed to synthesize it. The reactants are: [C:1]([CH:4]1[CH2:9][CH2:8][N:7]([CH:10]([C:14]2[CH:19]=[CH:18][CH:17]=[CH:16][CH:15]=2)[C:11]([OH:13])=[O:12])[CH2:6][CH2:5]1)(=[O:3])[NH2:2].C1CCC(N=C=NC2CCCCC2)CC1.C1C=CC2N(O)N=NC=2C=1.[N:45]12[CH2:52][CH2:51][CH:48]([CH2:49][CH2:50]1)[C@@H:47](O)[CH2:46]2. (4) The reactants are: [C:1]([O:5][C:6]([N:8]([C:16]1[C@:22]2([CH2:26][F:27])[S:23](=[O:25])(=[O:24])[C@@H:19]([CH2:20][CH2:21]2)[C@:18]([C:29]2[CH:34]=[C:33]([N+:35]([O-])=O)[CH:32]=[CH:31][C:30]=2[F:38])([CH3:28])[N:17]=1)[C:9](=[O:15])[O:10][C:11]([CH3:14])([CH3:13])[CH3:12])=[O:7])([CH3:4])([CH3:3])[CH3:2].C(OCC)(=O)C. Given the product [NH2:35][C:33]1[CH:32]=[CH:31][C:30]([F:38])=[C:29]([C@@:18]2([CH3:28])[N:17]=[C:16]([N:8]([C:6]([O:5][C:1]([CH3:2])([CH3:3])[CH3:4])=[O:7])[C:9](=[O:15])[O:10][C:11]([CH3:14])([CH3:12])[CH3:13])[C@:22]3([CH2:26][F:27])[S:23](=[O:25])(=[O:24])[C@H:19]2[CH2:20][CH2:21]3)[CH:34]=1, predict the reactants needed to synthesize it. (5) Given the product [CH3:1][O:2][C:3]1[CH:4]=[CH:5][C:6]([C:9]2([C:25]3[CH:26]=[CH:27][C:28]([O:31][CH3:32])=[CH:29][CH:30]=3)[CH2:14][CH2:13][CH2:12][N:11]([CH2:15][C:16]3[CH:24]=[C:23]([CH:35]4[CH2:36][CH2:37][CH2:38][N:34]4[CH:51]=[O:55])[CH:22]=[CH:18][CH:17]=3)[CH2:10]2)=[CH:7][CH:8]=1, predict the reactants needed to synthesize it. The reactants are: [CH3:1][O:2][C:3]1[CH:8]=[CH:7][C:6]([C:9]2([C:25]3[CH:30]=[CH:29][C:28]([O:31][CH3:32])=[CH:27][CH:26]=3)[CH2:14][CH2:13][CH2:12][N:11]([CH2:15][C:16]3[CH:17]=[C:18]([CH:22]=[CH:23][CH:24]=3)C([O-])=O)[CH2:10]2)=[CH:5][CH:4]=1.[Li+].[NH:34]1[CH2:38][CH2:37][CH2:36][CH2:35]1.CCN(C(C)C)C(C)C.CN([C:51]([O:55]N1N=NC2C=CC=NC1=2)=[N+](C)C)C.F[P-](F)(F)(F)(F)F. (6) Given the product [Br:1][C:2]1[CH:9]=[CH:8][C:5]([CH:6]=[CH:18][C:19](=[O:20])[CH3:21])=[CH:4][CH:3]=1, predict the reactants needed to synthesize it. The reactants are: [Br:1][C:2]1[CH:9]=[CH:8][C:5]([CH:6]=O)=[CH:4][CH:3]=1.N1CCC[C@H]1C(O)=O.[CH3:18][C:19]([CH3:21])=[O:20].BrC1C=CC=CC=1C=O. (7) Given the product [F:21][C:22]1[N:23]=[CH:24][C:25]([C:16]2[N:11]3[C:12]([S:13][C:9]([C:7]4[CH:8]=[C:3]([C:2]([F:20])([F:19])[F:1])[C:4]([NH2:18])=[N:5][CH:6]=4)=[N:10]3)=[N:14][CH:15]=2)=[CH:26][CH:27]=1, predict the reactants needed to synthesize it. The reactants are: [F:1][C:2]([F:20])([F:19])[C:3]1[C:4]([NH2:18])=[N:5][CH:6]=[C:7]([C:9]2[S:13][C:12]3=[N:14][CH:15]=[C:16](I)[N:11]3[N:10]=2)[CH:8]=1.[F:21][C:22]1[CH:27]=[CH:26][C:25](B(O)O)=[CH:24][N:23]=1.C([O-])([O-])=O.[Na+].[Na+].